From a dataset of Full USPTO retrosynthesis dataset with 1.9M reactions from patents (1976-2016). Predict the reactants needed to synthesize the given product. (1) Given the product [C:1]([O:5][C:6](=[O:35])[C:7]([S:10][C:11]1[S:12][CH:13]=[C:14]([CH2:16][CH2:17][N:18]([C:19]2[N:24]=[CH:23][C:22]([CH2:25][CH3:26])=[CH:21][N:20]=2)[CH2:27][C:28]2[CH:29]=[CH:30][C:31]([NH:34][CH2:40][CH2:36][CH3:37])=[CH:32][CH:33]=2)[N:15]=1)([CH3:8])[CH3:9])([CH3:2])([CH3:3])[CH3:4], predict the reactants needed to synthesize it. The reactants are: [C:1]([O:5][C:6](=[O:35])[C:7]([S:10][C:11]1[S:12][CH:13]=[C:14]([CH2:16][CH2:17][N:18]([CH2:27][C:28]2[CH:33]=[CH:32][C:31]([NH2:34])=[CH:30][CH:29]=2)[C:19]2[N:24]=[CH:23][C:22]([CH2:25][CH3:26])=[CH:21][N:20]=2)[N:15]=1)([CH3:9])[CH3:8])([CH3:4])([CH3:3])[CH3:2].[C:36](O)(=O)[CH3:37].[C:40](=O)([O-])O.[Na+]. (2) Given the product [F:49][C:48]1[C:47]2[CH2:46][CH2:45][CH2:44][CH2:43][C:42]=2[N:41]2[CH2:50][CH2:51][N:38]([C:34]3[N:33]=[CH:32][CH:31]=[C:30]([C:6]4[CH:5]=[C:4]([NH:17][C:18]5[S:19][C:20]6[CH2:21][N:22]([CH3:27])[CH2:23][CH2:24][C:25]=6[N:26]=5)[C:3](=[O:28])[N:2]([CH3:1])[CH:7]=4)[C:35]=3[CH:36]=[O:37])[C:39](=[O:52])[C:40]=12, predict the reactants needed to synthesize it. The reactants are: [CH3:1][N:2]1[CH:7]=[C:6](B2OC(C)(C)C(C)(C)O2)[CH:5]=[C:4]([NH:17][C:18]2[S:19][C:20]3[CH2:21][N:22]([CH3:27])[CH2:23][CH2:24][C:25]=3[N:26]=2)[C:3]1=[O:28].Cl[C:30]1[C:35]([CH:36]=[O:37])=[C:34]([N:38]2[CH2:51][CH2:50][N:41]3[C:42]4[CH2:43][CH2:44][CH2:45][CH2:46][C:47]=4[C:48]([F:49])=[C:40]3[C:39]2=[O:52])[N:33]=[CH:32][CH:31]=1.[O-]P([O-])([O-])=O.[K+].[K+].[K+].C([O-])(=O)C.[Na+]. (3) Given the product [CH3:10][CH:4]1[CH:3]=[CH:2][CH:7]([CH2:8][O:9][CH2:16][CH2:17][CH2:18][CH2:19][CH2:20][CH3:21])[CH2:6][CH2:5]1, predict the reactants needed to synthesize it. The reactants are: C[CH:2]1[CH:7]([CH2:8][OH:9])[CH2:6][CH:5]=[CH:4][CH2:3]1.[CH3:10]S(C)=O.[H-].[Na+].[CH2:16](Br)[CH2:17][CH2:18][CH2:19][CH2:20][CH3:21]. (4) Given the product [Cl:7][C:8]1[CH:9]=[C:10]([CH:13]=[CH:14][C:15]=1[O:16][CH:3]([CH2:4][CH3:5])[CH2:2][CH3:1])[C:11]#[N:12], predict the reactants needed to synthesize it. The reactants are: [CH3:1][CH2:2][CH:3](O)[CH2:4][CH3:5].[Cl:7][C:8]1[CH:9]=[C:10]([CH:13]=[CH:14][C:15]=1[OH:16])[C:11]#[N:12].C1C=CC(P(C2C=CC=CC=2)C2C=CC=CC=2)=CC=1.CC(OC(/N=N/C(OC(C)C)=O)=O)C. (5) Given the product [C:11]([O:15][C:16]([N:18]1[CH2:22][C@@H:21]([CH2:23][NH:24][C:25]([O:27][C:28]([CH3:31])([CH3:30])[CH3:29])=[O:26])[CH2:20][C@H:19]1[CH:32]=[O:33])=[O:17])([CH3:13])([CH3:12])[CH3:14], predict the reactants needed to synthesize it. The reactants are: CS(C)=O.C(Cl)(=O)C(Cl)=O.[C:11]([O:15][C:16]([N:18]1[CH2:22][C@@H:21]([CH2:23][NH:24][C:25]([O:27][C:28]([CH3:31])([CH3:30])[CH3:29])=[O:26])[CH2:20][C@H:19]1[CH2:32][OH:33])=[O:17])([CH3:14])([CH3:13])[CH3:12].C(N(CC)CC)C.